Task: Predict the reactants needed to synthesize the given product.. Dataset: Full USPTO retrosynthesis dataset with 1.9M reactions from patents (1976-2016) The reactants are: C(C1C=CC(C(Cl)=O)=CC=1)CC.[CH3:13][O:14][C:15]1[CH:16]=[C:17]2[C:22](=[CH:23][C:24]=1[O:25][CH3:26])[N:21]=[CH:20][CH:19]=[C:18]2[O:27][C:28]1[CH:34]=[CH:33][C:31]([NH2:32])=[CH:30][C:29]=1[F:35].[CH2:36]([C:39]1[CH:44]=[CH:43][C:42]([C:45]([N:47]=[C:48]=[S:49])=[O:46])=[CH:41][CH:40]=1)[CH2:37][CH3:38]. Given the product [CH2:36]([C:39]1[CH:44]=[CH:43][C:42]([C:45]([N:47]=[C:48]=[S:49])=[O:46])=[CH:41][CH:40]=1)[CH2:37][CH3:38].[CH3:13][O:14][C:15]1[CH:16]=[C:17]2[C:22](=[CH:23][C:24]=1[O:25][CH3:26])[N:21]=[CH:20][CH:19]=[C:18]2[O:27][C:28]1[CH:34]=[CH:33][C:31]([NH:32][C:48]([NH:47][C:45](=[O:46])[C:42]2[CH:43]=[CH:44][C:39]([CH2:36][CH2:37][CH3:38])=[CH:40][CH:41]=2)=[S:49])=[CH:30][C:29]=1[F:35], predict the reactants needed to synthesize it.